Dataset: Forward reaction prediction with 1.9M reactions from USPTO patents (1976-2016). Task: Predict the product of the given reaction. (1) Given the reactants [CH3:1][C:2]1[S:3][CH:4]([C:19]2[CH:24]=[CH:23][CH:22]=[CH:21][CH:20]=2)[C:5]([C:8]2[CH:9]=[CH:10][C:11]3[O:16][CH2:15][C:14](=[O:17])[NH:13][C:12]=3[CH:18]=2)=[CH:6][N:7]=1.O=[C:26]1NC2C=C(C(=CC3C=CC=CC=3)C=O)C=CC=2OC1.C(=S)(N)CC, predict the reaction product. The product is: [CH2:1]([C:2]1[S:3][CH:4]([C:19]2[CH:24]=[CH:23][CH:22]=[CH:21][CH:20]=2)[C:5]([C:8]2[CH:9]=[CH:10][C:11]3[O:16][CH2:15][C:14](=[O:17])[NH:13][C:12]=3[CH:18]=2)=[CH:6][N:7]=1)[CH3:26]. (2) Given the reactants [C:1]([C:3]1[CH:4]=[C:5]([NH2:9])[CH:6]=[N:7][CH:8]=1)#[CH:2], predict the reaction product. The product is: [CH2:1]([C:3]1[CH:4]=[C:5]([NH2:9])[CH:6]=[N:7][CH:8]=1)[CH3:2]. (3) Given the reactants [C:1]([O:5][C:6]([N:8]1[CH2:12][CH2:11][CH2:10][C@H:9]1[CH2:13][C:14]([OH:16])=[O:15])=[O:7])([CH3:4])([CH3:3])[CH3:2].Br[CH2:18][C:19]([C:21]1[CH:26]=[CH:25][C:24]([F:27])=[CH:23][CH:22]=1)=[O:20], predict the reaction product. The product is: [C:1]([O:5][C:6]([N:8]1[CH2:12][CH2:11][CH2:10][C@H:9]1[CH2:13][C:14]([O:16][CH2:18][C:19]([C:21]1[CH:26]=[CH:25][C:24]([F:27])=[CH:23][CH:22]=1)=[O:20])=[O:15])=[O:7])([CH3:4])([CH3:2])[CH3:3].